This data is from Forward reaction prediction with 1.9M reactions from USPTO patents (1976-2016). The task is: Predict the product of the given reaction. (1) Given the reactants C([N:4]1[CH2:8][CH:7]([C:9]2[CH:13]=[CH:12][S:11][CH:10]=2)[CH:6]([C:14](OC)=[O:15])[CH2:5]1)C=C.[H-].[Al+3].[Li+].[H-].[H-].[H-].O.[OH-].[Na+], predict the reaction product. The product is: [OH:15][CH2:14][CH:6]1[CH:7]([C:9]2[CH:13]=[CH:12][S:11][CH:10]=2)[CH2:8][NH:4][CH2:5]1. (2) Given the reactants [CH2:1]([O:8][C:9]([NH:11][C@H:12]([CH2:16][S:17][S:18][CH2:19][C@@H:20]([NH:24][C:25]([O:27][CH2:28][C:29]1[CH:34]=[CH:33][CH:32]=[CH:31][CH:30]=1)=[O:26])[C:21]([OH:23])=[O:22])[C:13]([OH:15])=[O:14])=[O:10])[C:2]1[CH:7]=[CH:6][CH:5]=[CH:4][CH:3]=1.C(=O)([O-])[O-].[K+].[K+].[CH2:41](Br)[C:42]1[CH:47]=[CH:46][CH:45]=[CH:44][CH:43]=1.O, predict the reaction product. The product is: [CH2:41]([O:14][C:13](=[O:15])[C@H:12]([NH:11][C:9]([O:8][CH2:1][C:2]1[CH:3]=[CH:4][CH:5]=[CH:6][CH:7]=1)=[O:10])[CH2:16][S:17][S:18][CH2:19][C@@H:20]([NH:24][C:25]([O:27][CH2:28][C:29]1[CH:30]=[CH:31][CH:32]=[CH:33][CH:34]=1)=[O:26])[C:21]([O:23][CH2:1][C:2]1[CH:7]=[CH:6][CH:5]=[CH:4][CH:3]=1)=[O:22])[C:42]1[CH:47]=[CH:46][CH:45]=[CH:44][CH:43]=1. (3) Given the reactants C([O:3][P:4]([C:9]1[C:13]([P:14]([O:19]CC)([O:16]CC)=[O:15])=[CH:12][S:11][CH:10]=1)([O:6]CC)=[O:5])C.I[Si](C)(C)C, predict the reaction product. The product is: [P:14]([C:13]1[C:9]([P:4]([OH:5])([OH:6])=[O:3])=[CH:10][S:11][CH:12]=1)([OH:19])([OH:16])=[O:15]. (4) The product is: [C:35]([O:12][CH2:1][CH2:2][CH2:3][CH2:4][CH2:5][CH2:6][CH2:7][CH2:8][CH2:9][CH2:10][O:11][C:14](=[O:16])[C:13]1[C:19](=[CH:20][CH:21]=[CH:22][CH:23]=1)[NH2:18])(=[O:36])[C:4]1[C:32](=[CH:31][CH:1]=[CH:2][CH:3]=1)[NH2:25]. Given the reactants [CH2:1]([OH:12])[CH2:2][CH2:3][CH2:4][CH2:5][CH2:6][CH2:7][CH2:8][CH2:9][CH2:10][OH:11].[C:13]12[C:19](=[CH:20][CH:21]=[CH:22][CH:23]=1)[NH:18]C(=O)[O:16][C:14]2=O.[N:25]12[CH2:32][CH2:31]N(CC1)CC2.CN(C)[CH:35]=[O:36], predict the reaction product. (5) Given the reactants Cl.N[C:3]([CH2:8][CH2:9][C:10]1[CH:15]=[CH:14][C:13]([O:16][CH2:17][CH2:18][CH2:19][C:20]2[CH:25]=[CH:24][CH:23]=[C:22]([CH3:26])[CH:21]=2)=[C:12]([C:27]([F:30])([F:29])[F:28])[CH:11]=1)([CH2:6][OH:7])[CH2:4][OH:5].C=O.[C:33]([BH3-])#[N:34].[Na+].[C:37](=O)([O-])O.[Na+], predict the reaction product. The product is: [CH3:37][N:34]([CH3:33])[C:3]([CH2:8][CH2:9][C:10]1[CH:15]=[CH:14][C:13]([O:16][CH2:17][CH2:18][CH2:19][C:20]2[CH:25]=[CH:24][CH:23]=[C:22]([CH3:26])[CH:21]=2)=[C:12]([C:27]([F:30])([F:29])[F:28])[CH:11]=1)([CH2:6][OH:7])[CH2:4][OH:5].